This data is from Reaction yield outcomes from USPTO patents with 853,638 reactions. The task is: Predict the reaction yield, written as a fraction of the theoretical maximum amount of product (1.0 means a 100% yield; for example, 0.34 means a 34% yield). (1) The reactants are [CH:1]1([CH2:4][C:5](=O)[CH2:6][C:7]([O:9]CC)=[O:8])[CH2:3][CH2:2]1.[N:13]([C:16]1[CH:26]=[CH:25][C:19]([C:20]([NH:22][CH2:23][CH3:24])=[O:21])=[CH:18][CH:17]=1)=[N+:14]=[N-:15].[O-]CC.[Na+].C(=O)([O-])[O-].[Na+].[Na+]. The catalyst is C(O)C. The product is [CH:1]1([CH2:4][C:5]2[N:13]([C:16]3[CH:17]=[CH:18][C:19]([C:20]([NH:22][CH2:23][CH3:24])=[O:21])=[CH:25][CH:26]=3)[N:14]=[N:15][C:6]=2[C:7]([OH:9])=[O:8])[CH2:2][CH2:3]1. The yield is 1.02. (2) The reactants are [NH2:1][C:2]1[C:11]2[C:6](=[C:7](Br)[CH:8]=[CH:9][CH:10]=2)[N:5]=[N:4][C:3]=1[C:13]([NH:15][CH2:16][CH3:17])=[O:14].[CH3:18][O:19][C:20]1[CH:25]=[CH:24][N:23]=[CH:22][C:21]=1B(O)O. No catalyst specified. The product is [NH2:1][C:2]1[C:11]2[C:6](=[C:7]([C:21]3[CH:22]=[N:23][CH:24]=[CH:25][C:20]=3[O:19][CH3:18])[CH:8]=[CH:9][CH:10]=2)[N:5]=[N:4][C:3]=1[C:13]([NH:15][CH2:16][CH3:17])=[O:14]. The yield is 0.260. (3) The reactants are CCN(C(C)C)C(C)C.CN(C(ON1N=NC2C=CC=NC1=2)=[N+](C)C)C.F[P-](F)(F)(F)(F)F.[F:34][C:35]([F:55])([C:48]1[CH:53]=[CH:52][C:51]([F:54])=[CH:50][CH:49]=1)[CH2:36][CH2:37][S:38][C:39]1[N:47]=[CH:46][CH:45]=[CH:44][C:40]=1[C:41]([OH:43])=O.[CH3:56][CH:57]([CH3:61])[CH2:58][CH2:59][NH2:60]. The catalyst is C(Cl)Cl.CC(=O)OCC.CCCCCC. The product is [F:55][C:35]([F:34])([C:48]1[CH:53]=[CH:52][C:51]([F:54])=[CH:50][CH:49]=1)[CH2:36][CH2:37][S:38][C:39]1[C:40]([C:41]([NH:60][CH2:59][CH2:58][CH:57]([CH3:61])[CH3:56])=[O:43])=[CH:44][CH:45]=[CH:46][N:47]=1. The yield is 0.550. (4) The reactants are [F:1][C:2]1[CH:3]=[C:4]([C:8]2([C:14]#[N:15])[CH2:13][CH2:12][CH2:11][CH2:10][CH2:9]2)[CH:5]=[CH:6][CH:7]=1.C([O-])(O)=[O:17].[Na+]. No catalyst specified. The product is [F:1][C:2]1[CH:3]=[C:4]([C:8]2([C:14]([NH2:15])=[O:17])[CH2:13][CH2:12][CH2:11][CH2:10][CH2:9]2)[CH:5]=[CH:6][CH:7]=1. The yield is 0.870. (5) The reactants are [CH3:1][C:2]1[CH:3]=[C:4]([C:17]2[S:21][C:20]([N:22]3[CH2:28][CH2:27][CH2:26][NH:25][C:24](=[O:29])[CH2:23]3)=[N:19][CH:18]=2)[CH:5]=[C:6]([NH:8][C:9]2[N:14]=[C:13](SC)[CH:12]=[CH:11][N:10]=2)[CH:7]=1.Cl[C:31]1C=CC=C(C(OO)=O)C=1.[O-:41][S:42]([O-:45])(=S)=O.[Na+].[Na+]. The catalyst is ClCCl. The product is [CH3:1][C:2]1[CH:3]=[C:4]([C:17]2[S:21][C:20]([N:22]3[CH2:28][CH2:27][CH2:26][NH:25][C:24](=[O:29])[CH2:23]3)=[N:19][CH:18]=2)[CH:5]=[C:6]([NH:8][C:9]2[N:10]=[C:11]([S:42]([CH3:31])(=[O:45])=[O:41])[CH:12]=[CH:13][N:14]=2)[CH:7]=1. The yield is 0.186. (6) The reactants are I[C:2]1[CH:3]=[CH:4][C:5]2[N:6]([CH:8]=[C:9]([NH:11][C:12]([CH:14]3[CH2:16][CH2:15]3)=[O:13])[N:10]=2)[N:7]=1.[NH2:17][C:18]1[CH:23]=[CH:22][C:21]([OH:24])=[CH:20][C:19]=1[N+:25]([O-:27])=[O:26].C(=O)([O-])[O-].[K+].[K+].CN(C)C=O. The catalyst is O.O1CCCC1.C(OCC)(=O)C. The product is [NH2:17][C:18]1[CH:23]=[CH:22][C:21]([O:24][C:2]2[CH:3]=[CH:4][C:5]3[N:6]([CH:8]=[C:9]([NH:11][C:12]([CH:14]4[CH2:16][CH2:15]4)=[O:13])[N:10]=3)[N:7]=2)=[CH:20][C:19]=1[N+:25]([O-:27])=[O:26]. The yield is 0.520.